Regression. Given two drug SMILES strings and cell line genomic features, predict the synergy score measuring deviation from expected non-interaction effect. From a dataset of NCI-60 drug combinations with 297,098 pairs across 59 cell lines. (1) Drug 1: CC1=C(C=C(C=C1)NC(=O)C2=CC=C(C=C2)CN3CCN(CC3)C)NC4=NC=CC(=N4)C5=CN=CC=C5. Drug 2: COC1=NC(=NC2=C1N=CN2C3C(C(C(O3)CO)O)O)N. Cell line: MOLT-4. Synergy scores: CSS=79.2, Synergy_ZIP=1.07, Synergy_Bliss=1.00, Synergy_Loewe=2.70, Synergy_HSA=5.61. (2) Drug 1: CCC1=CC2CC(C3=C(CN(C2)C1)C4=CC=CC=C4N3)(C5=C(C=C6C(=C5)C78CCN9C7C(C=CC9)(C(C(C8N6C)(C(=O)OC)O)OC(=O)C)CC)OC)C(=O)OC.C(C(C(=O)O)O)(C(=O)O)O. Drug 2: CC1C(C(CC(O1)OC2CC(OC(C2O)C)OC3=CC4=CC5=C(C(=O)C(C(C5)C(C(=O)C(C(C)O)O)OC)OC6CC(C(C(O6)C)O)OC7CC(C(C(O7)C)O)OC8CC(C(C(O8)C)O)(C)O)C(=C4C(=C3C)O)O)O)O. Cell line: OVCAR-8. Synergy scores: CSS=26.4, Synergy_ZIP=1.86, Synergy_Bliss=0.245, Synergy_Loewe=-0.541, Synergy_HSA=0.141. (3) Drug 1: COC1=C(C=C2C(=C1)N=CN=C2NC3=CC(=C(C=C3)F)Cl)OCCCN4CCOCC4. Drug 2: C1CC(=O)NC(=O)C1N2C(=O)C3=CC=CC=C3C2=O. Cell line: OVCAR-4. Synergy scores: CSS=20.6, Synergy_ZIP=-4.65, Synergy_Bliss=4.83, Synergy_Loewe=-2.31, Synergy_HSA=3.76. (4) Drug 1: C1CN1P(=S)(N2CC2)N3CC3. Drug 2: CC(C)NC(=O)C1=CC=C(C=C1)CNNC.Cl. Cell line: MDA-MB-435. Synergy scores: CSS=-1.22, Synergy_ZIP=0.437, Synergy_Bliss=2.19, Synergy_Loewe=0.336, Synergy_HSA=0.323. (5) Drug 1: CC1=C2C(C(=O)C3(C(CC4C(C3C(C(C2(C)C)(CC1OC(=O)C(C(C5=CC=CC=C5)NC(=O)OC(C)(C)C)O)O)OC(=O)C6=CC=CC=C6)(CO4)OC(=O)C)OC)C)OC. Drug 2: C1=NC2=C(N1)C(=S)N=C(N2)N. Cell line: LOX IMVI. Synergy scores: CSS=50.5, Synergy_ZIP=-1.21, Synergy_Bliss=-3.09, Synergy_Loewe=0.859, Synergy_HSA=2.42. (6) Cell line: NCIH23. Synergy scores: CSS=20.9, Synergy_ZIP=-5.71, Synergy_Bliss=-4.21, Synergy_Loewe=-15.4, Synergy_HSA=-4.89. Drug 2: C1CNP(=O)(OC1)N(CCCl)CCCl. Drug 1: CC1CCC2CC(C(=CC=CC=CC(CC(C(=O)C(C(C(=CC(C(=O)CC(OC(=O)C3CCCCN3C(=O)C(=O)C1(O2)O)C(C)CC4CCC(C(C4)OC)O)C)C)O)OC)C)C)C)OC.